This data is from Peptide-MHC class II binding affinity with 134,281 pairs from IEDB. The task is: Regression. Given a peptide amino acid sequence and an MHC pseudo amino acid sequence, predict their binding affinity value. This is MHC class II binding data. (1) The peptide sequence is FEFNKKAIETLNDNT. The MHC is DRB1_0405 with pseudo-sequence DRB1_0405. The binding affinity (normalized) is 0.502. (2) The peptide sequence is STHMWFSRAVAQSIL. The MHC is DRB1_0901 with pseudo-sequence DRB1_0901. The binding affinity (normalized) is 0.634.